Dataset: Retrosynthesis with 50K atom-mapped reactions and 10 reaction types from USPTO. Task: Predict the reactants needed to synthesize the given product. (1) The reactants are: Fc1cccc(CBr)c1.O=C(NCCc1ccc([N+](=O)[O-])cc1)C(F)(F)F. Given the product O=C(N(CCc1ccc([N+](=O)[O-])cc1)Cc1cccc(F)c1)C(F)(F)F, predict the reactants needed to synthesize it. (2) Given the product OCCCOc1cccc(-c2cccc(O)c2)c1, predict the reactants needed to synthesize it. The reactants are: OCCCBr.Oc1cccc(-c2cccc(O)c2)c1. (3) Given the product C=C1CC(C)(C)Cc2ccc(Br)cc21, predict the reactants needed to synthesize it. The reactants are: CC1(C)CC(=O)c2cc(Br)ccc2C1.CS(C)=O. (4) Given the product COC(=O)c1ccc2c(c1)c(-c1nccc(C(C)C)n1)cn2S(=O)(=O)c1ccc(C)cc1, predict the reactants needed to synthesize it. The reactants are: CC(C)c1ccnc(Cl)n1.COC(=O)c1ccc2c(c1)c(B1OC(C)(C)C(C)(C)O1)cn2S(=O)(=O)c1ccc(C)cc1. (5) Given the product CC(C)(C)OC(=O)N1CCN(c2ccc(CN3CCOCC3)cc2)CC1, predict the reactants needed to synthesize it. The reactants are: C1COCCN1.CC(C)(C)OC(=O)N1CCN(c2ccc(C=O)cc2)CC1. (6) Given the product O=C(O)C(F)(F)F, predict the reactants needed to synthesize it. The reactants are: CC(C)(C)OC(=O)NC(CC(=O)N1Cc2ccccc2-n2nnc(-c3ccc(F)cc3)c2C1)Cc1cc(F)c(F)cc1F.